From a dataset of NCI-60 drug combinations with 297,098 pairs across 59 cell lines. Regression. Given two drug SMILES strings and cell line genomic features, predict the synergy score measuring deviation from expected non-interaction effect. (1) Cell line: SK-MEL-28. Synergy scores: CSS=39.6, Synergy_ZIP=-13.4, Synergy_Bliss=-12.2, Synergy_Loewe=-12.1, Synergy_HSA=-8.44. Drug 1: C1CN(CCN1C(=O)CCBr)C(=O)CCBr. Drug 2: CC1C(C(CC(O1)OC2CC(CC3=C2C(=C4C(=C3O)C(=O)C5=CC=CC=C5C4=O)O)(C(=O)C)O)N)O. (2) Drug 1: C1=CC(=CC=C1CCC2=CNC3=C2C(=O)NC(=N3)N)C(=O)NC(CCC(=O)O)C(=O)O. Drug 2: CC12CCC3C(C1CCC2OP(=O)(O)O)CCC4=C3C=CC(=C4)OC(=O)N(CCCl)CCCl.[Na+]. Cell line: HCT116. Synergy scores: CSS=42.9, Synergy_ZIP=0.294, Synergy_Bliss=-4.24, Synergy_Loewe=-12.3, Synergy_HSA=-2.53. (3) Drug 1: CC(C)NC(=O)C1=CC=C(C=C1)CNNC.Cl. Drug 2: CC12CCC3C(C1CCC2OP(=O)(O)O)CCC4=C3C=CC(=C4)OC(=O)N(CCCl)CCCl.[Na+]. Cell line: TK-10. Synergy scores: CSS=26.5, Synergy_ZIP=-8.05, Synergy_Bliss=2.73, Synergy_Loewe=0.928, Synergy_HSA=2.64. (4) Drug 1: CC1OCC2C(O1)C(C(C(O2)OC3C4COC(=O)C4C(C5=CC6=C(C=C35)OCO6)C7=CC(=C(C(=C7)OC)O)OC)O)O. Drug 2: CC1=C2C(C(=O)C3(C(CC4C(C3C(C(C2(C)C)(CC1OC(=O)C(C(C5=CC=CC=C5)NC(=O)OC(C)(C)C)O)O)OC(=O)C6=CC=CC=C6)(CO4)OC(=O)C)O)C)O. Cell line: HCT-15. Synergy scores: CSS=40.8, Synergy_ZIP=-1.54, Synergy_Bliss=-3.14, Synergy_Loewe=-3.12, Synergy_HSA=-3.27. (5) Drug 1: C1=CN(C(=O)N=C1N)C2C(C(C(O2)CO)O)O.Cl. Drug 2: CCCCC(=O)OCC(=O)C1(CC(C2=C(C1)C(=C3C(=C2O)C(=O)C4=C(C3=O)C=CC=C4OC)O)OC5CC(C(C(O5)C)O)NC(=O)C(F)(F)F)O. Cell line: SNB-75. Synergy scores: CSS=71.7, Synergy_ZIP=2.79, Synergy_Bliss=2.08, Synergy_Loewe=3.69, Synergy_HSA=3.90.